Dataset: Reaction yield outcomes from USPTO patents with 853,638 reactions. Task: Predict the reaction yield, written as a fraction of the theoretical maximum amount of product (1.0 means a 100% yield; for example, 0.34 means a 34% yield). (1) The reactants are [N:1]([CH:4]([C:6]1[N:11]([C:12]2[CH:17]=[CH:16][CH:15]=[CH:14][CH:13]=2)[C:10](=[O:18])[N:9]2[C:19]([Cl:22])=[CH:20][N:21]=[C:8]2[CH:7]=1)[CH3:5])=[N+]=[N-].N.O.C1C=CC(P(C2C=CC=CC=2)C2C=CC=CC=2)=CC=1. The catalyst is C1COCC1. The product is [NH2:1][CH:4]([C:6]1[N:11]([C:12]2[CH:17]=[CH:16][CH:15]=[CH:14][CH:13]=2)[C:10](=[O:18])[N:9]2[C:19]([Cl:22])=[CH:20][N:21]=[C:8]2[CH:7]=1)[CH3:5]. The yield is 0.500. (2) The reactants are [Cl:1][C:2]1[CH:7]=[CH:6][CH:5]=[C:4](Cl)[C:3]=1/[N:9]=[C:10](\[NH:12][C:13]1[CH:18]=[CH:17][CH:16]=[C:15]([O:19][CH3:20])[CH:14]=1)/[CH3:11].C([O-])([O-])=O.[K+].[K+].CC([O-])(C)C.[Na+]. The catalyst is C1(C)C=CC=CC=1.C1C=CC([P]([Pd]([P](C2C=CC=CC=2)(C2C=CC=CC=2)C2C=CC=CC=2)([P](C2C=CC=CC=2)(C2C=CC=CC=2)C2C=CC=CC=2)[P](C2C=CC=CC=2)(C2C=CC=CC=2)C2C=CC=CC=2)(C2C=CC=CC=2)C2C=CC=CC=2)=CC=1. The product is [Cl:1][C:2]1[C:3]2[N:9]=[C:10]([CH3:11])[N:12]([C:13]3[CH:18]=[CH:17][CH:16]=[C:15]([O:19][CH3:20])[CH:14]=3)[C:4]=2[CH:5]=[CH:6][CH:7]=1. The yield is 0.830. (3) The reactants are [CH3:1][O:2][C:3]1[CH:4]=[C:5]([CH:29]=[CH:30][C:31]=1[O:32][CH3:33])[O:6][C@@H:7]([C:23]1[CH:28]=[CH:27][CH:26]=[CH:25][CH:24]=1)[CH2:8][CH2:9][N:10]1[CH2:15][CH2:14][CH:13]([C:16]2[CH:22]=[CH:21][C:19]([NH2:20])=[CH:18][CH:17]=2)[CH2:12][CH2:11]1.[C:34](Cl)(=[O:38])[CH:35]([CH3:37])[CH3:36].C(N(CC)C(C)C)(C)C. The catalyst is C(Cl)Cl. The product is [CH3:1][O:2][C:3]1[CH:4]=[C:5]([CH:29]=[CH:30][C:31]=1[O:32][CH3:33])[O:6][C@@H:7]([C:23]1[CH:24]=[CH:25][CH:26]=[CH:27][CH:28]=1)[CH2:8][CH2:9][N:10]1[CH2:11][CH2:12][CH:13]([C:16]2[CH:22]=[CH:21][C:19]([NH:20][C:34](=[O:38])[CH:35]([CH3:37])[CH3:36])=[CH:18][CH:17]=2)[CH2:14][CH2:15]1. The yield is 0.565. (4) The reactants are N1C2C(=CC=C3C=2N=CC=C3)C=CC=1.C([O-])([O-])=O.[Cs+].[Cs+].[CH2:21]([OH:28])[C:22]1[CH:27]=[CH:26][CH:25]=[CH:24][CH:23]=1.[Br:29][C:30]1[CH:35]=[CH:34][CH:33]=[CH:32][C:31]=1I. The catalyst is [Cu]I.C1(C)C=CC=CC=1. The product is [Br:29][C:30]1[CH:35]=[CH:34][CH:33]=[CH:32][C:31]=1[O:28][CH2:21][C:22]1[CH:27]=[CH:26][CH:25]=[CH:24][CH:23]=1. The yield is 0.710. (5) The reactants are Br[C:2]1[CH:3]=[C:4]2[C:9](=[CH:10][CH:11]=1)[N:8]=[C:7]([C:12]1[CH:17]=[CH:16][CH:15]=[CH:14][CH:13]=1)[CH:6]=[C:5]2[O:18][C@H:19]1[CH2:23][N:22]([C:24]([O:26][C:27]([CH3:30])([CH3:29])[CH3:28])=[O:25])[C@H:21]([C:31]([O:33][CH3:34])=[O:32])[CH2:20]1.[CH:35]([Sn](CCCC)(CCCC)CCCC)=[CH2:36]. The catalyst is C1(C)C=CC=CC=1. The product is [C:12]1([C:7]2[CH:6]=[C:5]([O:18][C@H:19]3[CH2:23][N:22]([C:24]([O:26][C:27]([CH3:28])([CH3:29])[CH3:30])=[O:25])[C@H:21]([C:31]([O:33][CH3:34])=[O:32])[CH2:20]3)[C:4]3[C:9](=[CH:10][CH:11]=[C:2]([CH:35]=[CH2:36])[CH:3]=3)[N:8]=2)[CH:17]=[CH:16][CH:15]=[CH:14][CH:13]=1. The yield is 0.560. (6) The reactants are [C:1]([O:5][C:6]([N:8]1[CH2:13][CH2:12][CH:11]([O:14][C:15]2[CH:20]=[C:19]([N+:21]([O-])=O)[CH:18]=[CH:17][N:16]=2)[CH2:10][CH2:9]1)=[O:7])([CH3:4])([CH3:3])[CH3:2].[H][H]. The catalyst is CCOC(C)=O.[Pd]. The product is [C:1]([O:5][C:6]([N:8]1[CH2:13][CH2:12][CH:11]([O:14][C:15]2[CH:20]=[C:19]([NH2:21])[CH:18]=[CH:17][N:16]=2)[CH2:10][CH2:9]1)=[O:7])([CH3:4])([CH3:2])[CH3:3]. The yield is 0.950. (7) The reactants are [C:1]([O:5][C:6]([N:8]1[CH2:13][CH2:12][CH:11]([NH:14][C:15]2[C:20]([N+:21]([O-:23])=[O:22])=[CH:19][CH:18]=[C:17](Cl)[N:16]=2)[CH2:10][CH2:9]1)=[O:7])([CH3:4])([CH3:3])[CH3:2].[CH3:25][NH:26][CH3:27]. The catalyst is CO.C(Cl)Cl.C1COCC1. The product is [C:1]([O:5][C:6]([N:8]1[CH2:13][CH2:12][CH:11]([NH:14][C:15]2[C:20]([N+:21]([O-:23])=[O:22])=[CH:19][CH:18]=[C:17]([N:26]([CH3:27])[CH3:25])[N:16]=2)[CH2:10][CH2:9]1)=[O:7])([CH3:4])([CH3:3])[CH3:2]. The yield is 0.990. (8) The reactants are [OH:1][C:2]1[CH:3]=[CH:4][C:5]2[CH2:6][C@H:7]3[N:19]([C:20]([O:22][CH2:23][C:24]4[CH:29]=[CH:28][CH:27]=[CH:26][CH:25]=4)=[O:21])[CH2:18][CH2:17][C@@:13]4([C:14]=2[C:15]=1[OH:16])[C@H:8]3[CH2:9][CH2:10][CH2:11][CH2:12]4.[C:30]([O-])([O-])=O.[K+].[K+].ICI. The catalyst is CC(C)=O.CN(C=O)C.Cl. The product is [CH2:30]1[O:16][C:15]2[C:14]3[C@:13]45[CH2:17][CH2:18][N:19]([C:20]([O:22][CH2:23][C:24]6[CH:25]=[CH:26][CH:27]=[CH:28][CH:29]=6)=[O:21])[C@@H:7]([C@@H:8]4[CH2:9][CH2:10][CH2:11][CH2:12]5)[CH2:6][C:5]=3[CH:4]=[CH:3][C:2]=2[O:1]1. The yield is 0.420. (9) The reactants are [CH:1](=[O:10])[C:2]1[CH:7]=[CH:6][C:5]([O:8][CH3:9])=[CH:4][CH:3]=1.[CH:11]([Mg]Br)=[CH2:12]. The catalyst is O1CCCC1. The product is [CH3:9][O:8][C:5]1[CH:6]=[CH:7][C:2]([CH:1]([OH:10])[CH:11]=[CH2:12])=[CH:3][CH:4]=1. The yield is 0.510. (10) The reactants are [Cl:1][C:2]1[CH:7]=[CH:6][C:5]([CH2:8][CH2:9][CH2:10][C:11]([OH:13])=O)=[CH:4][CH:3]=1.O.O[N:16]1C2C=CC=CC=2N=N1.Cl.C(N=C=NCCCN(C)C)C.N.CO. The catalyst is CN(C)C=O.O. The product is [Cl:1][C:2]1[CH:7]=[CH:6][C:5]([CH2:8][CH2:9][CH2:10][C:11]([NH2:16])=[O:13])=[CH:4][CH:3]=1. The yield is 0.610.